From a dataset of Full USPTO retrosynthesis dataset with 1.9M reactions from patents (1976-2016). Predict the reactants needed to synthesize the given product. The reactants are: [CH:1]1([N:4]2[C:12]3[CH:11]=[CH:10][N:9]=[CH:8][C:7]=3[C:6]([NH:13][C:14]3[CH:19]=[CH:18][C:17]([I:20])=[CH:16][C:15]=3[F:21])=[C:5]2[C:22](O)=[O:23])[CH2:3][CH2:2]1.[CH3:25][C:26]1([CH3:34])[O:30][CH:29]([CH2:31][O:32][NH2:33])[CH2:28][O:27]1.F[P-](F)(F)(F)(F)F.C[N+](C)=C(N(C)C)ON1C2N=CC=CC=2N=N1.C(N(CC)C(C)C)(C)C. Given the product [CH3:25][C:26]1([CH3:34])[O:30][CH:29]([CH2:31][O:32][NH:33][C:22]([C:5]2[N:4]([CH:1]3[CH2:2][CH2:3]3)[C:12]3[CH:11]=[CH:10][N:9]=[CH:8][C:7]=3[C:6]=2[NH:13][C:14]2[CH:19]=[CH:18][C:17]([I:20])=[CH:16][C:15]=2[F:21])=[O:23])[CH2:28][O:27]1, predict the reactants needed to synthesize it.